The task is: Predict the product of the given reaction.. This data is from Forward reaction prediction with 1.9M reactions from USPTO patents (1976-2016). (1) Given the reactants O[CH:2]=[C:3]1[C:11]2[C:6](=[CH:7][C:8]([CH2:12][C:13]3[CH:14]=[C:15]([NH:19][C:20]([C:22]4[N:23]([CH3:28])[N:24]=[C:25]([CH3:27])[CH:26]=4)=[O:21])[CH:16]=[CH:17][CH:18]=3)=[CH:9][CH:10]=2)[NH:5][C:4]1=[O:29].[CH3:30][N:31]1[CH2:36][CH2:35][N:34]([C:37]2[CH:42]=[CH:41][C:40]([NH2:43])=[CH:39][CH:38]=2)[CH2:33][CH2:32]1, predict the reaction product. The product is: [CH3:30][N:31]1[CH2:32][CH2:33][N:34]([C:37]2[CH:42]=[CH:41][C:40]([NH:43][CH:2]=[C:3]3[C:11]4[C:6](=[CH:7][C:8]([CH2:12][C:13]5[CH:14]=[C:15]([NH:19][C:20]([C:22]6[N:23]([CH3:28])[N:24]=[C:25]([CH3:27])[CH:26]=6)=[O:21])[CH:16]=[CH:17][CH:18]=5)=[CH:9][CH:10]=4)[NH:5][C:4]3=[O:29])=[CH:39][CH:38]=2)[CH2:35][CH2:36]1. (2) The product is: [O:23]=[C:14]1[N:13]([C:10]2[CH:9]=[CH:8][C:7]([C:1]34[CH2:6][CH:5]3[CH2:4][N:3]([CH2:30][C:26]3[CH:25]=[N:24][CH:29]=[CH:28][CH:27]=3)[CH2:2]4)=[CH:12][CH:11]=2)[CH2:17][C@H:16]([CH2:18][NH:19][C:20](=[O:22])[CH3:21])[O:15]1. Given the reactants [C:1]12([C:7]3[CH:12]=[CH:11][C:10]([N:13]4[CH2:17][C@H:16]([CH2:18][NH:19][C:20](=[O:22])[CH3:21])[O:15][C:14]4=[O:23])=[CH:9][CH:8]=3)[CH2:6][CH:5]1[CH2:4][NH:3][CH2:2]2.[N:24]1[CH:29]=[CH:28][CH:27]=[C:26]([CH:30]=O)[CH:25]=1.C(N(CC)CC)C.C(O[BH-](OC(=O)C)OC(=O)C)(=O)C.[Na+], predict the reaction product. (3) The product is: [N:11](/[C:14](=[CH:5]/[C:4]1[CH:7]=[CH:8][CH:9]=[C:2]([Br:1])[C:3]=1[CH3:10])/[C:15]([O:17][CH3:18])=[O:16])=[N+:12]=[N-:13]. Given the reactants [Br:1][C:2]1[C:3]([CH3:10])=[C:4]([CH:7]=[CH:8][CH:9]=1)[CH:5]=O.[N:11]([CH2:14][C:15]([O:17][CH3:18])=[O:16])=[N+:12]=[N-:13].CO[Na].[Cl-].[NH4+], predict the reaction product. (4) Given the reactants [C:1]([C@H:5]1[CH2:9][O:8][C:7]([C:10]2[CH:15]=[CH:14][CH:13]=[CH:12]N=2)=N1)([CH3:4])(C)C.[NH4+].F[P-](F)(F)(F)(F)F.[CH3:24][O:25][C:26]([C:28]1[CH:29]=[C:30](B(O)O)[CH:31]=[CH:32][CH:33]=1)=[O:27].[OH2:37], predict the reaction product. The product is: [CH3:4][C:1]1[CH:5]=[C:9]2[C:14]([C:15](=[O:37])[CH2:10][C@H:7]([C:30]3[CH:29]=[C:28]([CH:33]=[CH:32][CH:31]=3)[C:26]([O:25][CH3:24])=[O:27])[O:8]2)=[CH:13][CH:12]=1. (5) Given the reactants [F:1][C:2]([F:36])([F:35])[C@@:3]([C:6]1[CH:11]=[CH:10][C:9]([N:12]2[CH2:17][CH2:16][N:15]([S:18]([C:21]3[S:22][CH:23]=[CH:24][CH:25]=3)(=[O:20])=[O:19])[CH2:14][C@H:13]2[CH2:26][O:27][CH2:28][C:29]2[CH:30]=[N:31][CH:32]=[CH:33][CH:34]=2)=[CH:8][CH:7]=1)([OH:5])[CH3:4].FC(F)(F)[C@](C1C=CC(N2CCN(S(C3SC=CC=3)(=O)=O)C[C@@H]2COCC2C=NC=CC=2)=CC=1)(O)C.FC(F)(F)[C@](C1C=CC(N2CCN(S(C3SC=CC=3)(=O)=O)C[C@H]2COCC2C=NC=CC=2)=CC=1)(O)C.C1N=C(N)C2N=CN([C@@H]3O[C@H](COP(OP(OC[C@H]4O[C@@H](N5C=C(C(N)=O)CC=C5)[C@H](O)[C@@H]4O)(O)=O)(O)=O)[C@@H](O)[C@H]3OP(O)(O)=O)C=2N=1, predict the reaction product. The product is: [F:36][C:2]([F:1])([F:35])[C@@:3]([C:6]1[CH:7]=[CH:8][C:9]([N:12]2[CH2:17][CH2:16][N:15]([S:18]([C:21]3[S:22][CH:23]=[CH:24][CH:25]=3)(=[O:20])=[O:19])[CH2:14][C@@H:13]2[CH2:26][O:27][CH2:28][C:29]2[CH:30]=[N:31][CH:32]=[CH:33][CH:34]=2)=[CH:10][CH:11]=1)([OH:5])[CH3:4]. (6) Given the reactants [Cl:1][C:2]1[CH:7]=[CH:6][C:5]([S:8]([CH2:10][C:11](=O)[CH2:12][C:13]([O:15]CC)=O)=O)=[CH:4][CH:3]=1.C(OO)(C)(C)C.[NH2:25][NH2:26].C(O)C, predict the reaction product. The product is: [Cl:1][C:2]1[CH:7]=[CH:6][C:5]([S:8][CH2:10][C:11]2[NH:26][NH:25][C:13](=[O:15])[CH:12]=2)=[CH:4][CH:3]=1. (7) The product is: [NH2:1][C:2]([CH3:50])([CH3:49])[CH2:3][CH2:4][CH2:5][O:6][C:7]1[CH:8]=[C:9]2[C:13](=[CH:14][CH:15]=1)[N:12]([CH3:16])[N:11]=[C:10]2[C:17]1[N:22]=[C:21]2[C:23]([C:45]([OH:47])=[O:46])=[CH:24][N:25]([C:26]([C:27]3[CH:32]=[CH:31][CH:30]=[CH:29][CH:28]=3)([C:33]3[CH:34]=[CH:35][CH:36]=[CH:37][CH:38]=3)[C:39]3[CH:44]=[CH:43][CH:42]=[CH:41][CH:40]=3)[C:20]2=[N:19][CH:18]=1. Given the reactants [NH2:1][C:2]([CH3:50])([CH3:49])[CH2:3][CH2:4][CH2:5][O:6][C:7]1[CH:8]=[C:9]2[C:13](=[CH:14][CH:15]=1)[N:12]([CH3:16])[N:11]=[C:10]2[C:17]1[N:22]=[C:21]2[C:23]([C:45]([O:47]C)=[O:46])=[CH:24][N:25]([C:26]([C:39]3[CH:44]=[CH:43][CH:42]=[CH:41][CH:40]=3)([C:33]3[CH:38]=[CH:37][CH:36]=[CH:35][CH:34]=3)[C:27]3[CH:32]=[CH:31][CH:30]=[CH:29][CH:28]=3)[C:20]2=[N:19][CH:18]=1.[OH-].[K+], predict the reaction product. (8) Given the reactants [O:1]1[C:5]([NH:6][C:7](=[O:14])OCC(Cl)(Cl)Cl)=[CH:4][CH:3]=[N:2]1.[C:15]1([C:21]2[N:22]=[C:23]([N:26]3[CH2:31][CH2:30][NH:29][CH2:28][CH2:27]3)[S:24][CH:25]=2)[CH:20]=[CH:19][CH:18]=[CH:17][CH:16]=1.C(N(C(C)C)CC)(C)C.CS(C)=O, predict the reaction product. The product is: [O:1]1[C:5]([NH:6][C:7]([N:29]2[CH2:30][CH2:31][N:26]([C:23]3[S:24][CH:25]=[C:21]([C:15]4[CH:20]=[CH:19][CH:18]=[CH:17][CH:16]=4)[N:22]=3)[CH2:27][CH2:28]2)=[O:14])=[CH:4][CH:3]=[N:2]1. (9) The product is: [C:22]1([C:25]2[CH:30]=[CH:29][CH:28]=[CH:27][CH:26]=2)[CH:23]=[CH:24][C:19]([CH2:18][S:11]([C:9]2[CH:8]=[C:7]([C:12]([CH3:15])([CH3:14])[CH3:13])[C:6]([OH:16])=[C:5]([C:1]([CH3:4])([CH3:3])[CH3:2])[CH:10]=2)=[O:36])=[CH:20][CH:21]=1. Given the reactants [C:1]([C:5]1[CH:10]=[C:9]([SH:11])[CH:8]=[C:7]([C:12]([CH3:15])([CH3:14])[CH3:13])[C:6]=1[OH:16])([CH3:4])([CH3:3])[CH3:2].Br[CH2:18][C:19]1[CH:24]=[CH:23][C:22]([C:25]2[CH:30]=[CH:29][CH:28]=[CH:27][CH:26]=2)=[CH:21][CH:20]=1.ClC1C=C(C=CC=1)C(OO)=[O:36], predict the reaction product.